From a dataset of Full USPTO retrosynthesis dataset with 1.9M reactions from patents (1976-2016). Predict the reactants needed to synthesize the given product. (1) Given the product [CH:27]1([NH:30][C:4]([C:6]2[N:7]=[N:8][C:9]([O:12][CH2:13][C:14]3[C:15]([C:20]4[CH:21]=[CH:22][C:23]([F:26])=[CH:24][CH:25]=4)=[N:16][O:17][C:18]=3[CH3:19])=[CH:10][CH:11]=2)=[O:5])[CH2:29][CH2:28]1, predict the reactants needed to synthesize it. The reactants are: C(O[C:4]([C:6]1[N:7]=[N:8][C:9]([O:12][CH2:13][C:14]2[C:15]([C:20]3[CH:25]=[CH:24][C:23]([F:26])=[CH:22][CH:21]=3)=[N:16][O:17][C:18]=2[CH3:19])=[CH:10][CH:11]=1)=[O:5])C.[CH:27]1([NH2:30])[CH2:29][CH2:28]1. (2) The reactants are: [OH:1][C:2]1[CH:7]=[CH:6][C:5]([CH:8]2[CH2:10][CH:9]2[C:11]([O:13][CH3:14])=[O:12])=[CH:4][CH:3]=1.[CH3:15][C:16]1[CH:21]=[C:20]([O:22][CH2:23][C:24]2([CH3:28])[CH2:27][O:26][CH2:25]2)[CH:19]=[C:18]([CH3:29])[C:17]=1[C:30]1[CH:35]=[CH:34][CH:33]=[C:32]([CH2:36]O)[CH:31]=1.C(P(CCCC)CCCC)CCC.N(C(N1CCCCC1)=O)=NC(N1CCCCC1)=O. Given the product [CH3:29][C:18]1[CH:19]=[C:20]([O:22][CH2:23][C:24]2([CH3:28])[CH2:27][O:26][CH2:25]2)[CH:21]=[C:16]([CH3:15])[C:17]=1[C:30]1[CH:35]=[CH:34][CH:33]=[C:32]([CH2:36][O:1][C:2]2[CH:3]=[CH:4][C:5]([CH:8]3[CH2:10][CH:9]3[C:11]([O:13][CH3:14])=[O:12])=[CH:6][CH:7]=2)[CH:31]=1, predict the reactants needed to synthesize it. (3) Given the product [Cl:23][C:11]1[N:10]=[C:9]([C:6]2[CH:7]=[CH:8][C:3]([CH2:2][NH:38][CH2:37][C:34]3[CH:33]=[CH:32][C:31]([C:29]4[N:28]=[N:27][S:26][CH:30]=4)=[CH:36][CH:35]=3)=[CH:4][CH:5]=2)[C:16]([C:17]2[CH:22]=[CH:21][CH:20]=[CH:19][CH:18]=2)=[CH:15][C:12]=1[C:13]#[N:14], predict the reactants needed to synthesize it. The reactants are: Br[CH2:2][C:3]1[CH:8]=[CH:7][C:6]([C:9]2[C:16]([C:17]3[CH:22]=[CH:21][CH:20]=[CH:19][CH:18]=3)=[CH:15][C:12]([C:13]#[N:14])=[C:11]([Cl:23])[N:10]=2)=[CH:5][CH:4]=1.CO.[S:26]1[CH:30]=[C:29]([C:31]2[CH:36]=[CH:35][C:34]([CH2:37][NH2:38])=[CH:33][CH:32]=2)[N:28]=[N:27]1.CCN(C(C)C)C(C)C. (4) Given the product [OH:33][C@H:32]([C:31]1[C:23]([CH3:22])=[C:24]2[C:28](=[CH:29][CH:30]=1)[C:27](=[O:35])[O:26][CH2:25]2)[CH2:34][N:21]1[CH:16]2[CH2:17][CH2:18][CH:19]1[CH2:20][C:4]1([CH2:15]2)[CH2:3][C:2](=[O:1])[N:6]([C:7]2[CH:14]=[CH:13][C:10]([C:11]#[N:12])=[CH:9][N:8]=2)[CH2:5]1, predict the reactants needed to synthesize it. The reactants are: [O:1]=[C:2]1[N:6]([C:7]2[CH:14]=[CH:13][C:10]([C:11]#[N:12])=[CH:9][N:8]=2)[CH2:5][C:4]2([CH2:20][CH:19]3[NH:21][CH:16]([CH2:17][CH2:18]3)[CH2:15]2)[CH2:3]1.[CH3:22][C:23]1[C:31]([C@@H:32]2[CH2:34][O:33]2)=[CH:30][CH:29]=[C:28]2[C:24]=1[CH2:25][O:26][C:27]2=[O:35].